Task: Predict the product of the given reaction.. Dataset: Forward reaction prediction with 1.9M reactions from USPTO patents (1976-2016) Given the reactants Br[CH:2]1[CH2:11][CH2:10][C:9]2[C:4](=[CH:5][C:6]([O:14][CH3:15])=[C:7]([O:12][CH3:13])[CH:8]=2)[C:3]1=O.[NH2:17][NH:18][C:19]([NH2:21])=[S:20], predict the reaction product. The product is: [CH3:13][O:12][C:7]1[CH:8]=[C:9]2[C:4](=[CH:5][C:6]=1[O:14][CH3:15])[C:3]1[N:21]=[C:19]([NH:18][NH2:17])[S:20][C:2]=1[CH2:11][CH2:10]2.